Dataset: Catalyst prediction with 721,799 reactions and 888 catalyst types from USPTO. Task: Predict which catalyst facilitates the given reaction. (1) Reactant: [Br:1][C:2]1[CH:7]=[CH:6][C:5]([CH:8]([CH2:16][C:17]([O:19][CH2:20][C:21]2[CH:26]=[CH:25][CH:24]=[CH:23][CH:22]=2)=[O:18])[C:9]([O:11]C(C)(C)C)=[O:10])=[CH:4][CH:3]=1. Product: [CH2:20]([O:19][C:17](=[O:18])[CH2:16][CH:8]([C:5]1[CH:4]=[CH:3][C:2]([Br:1])=[CH:7][CH:6]=1)[C:9]([OH:11])=[O:10])[C:21]1[CH:22]=[CH:23][CH:24]=[CH:25][CH:26]=1. The catalyst class is: 11. (2) Reactant: [F:1][C:2]1[CH:9]=[CH:8][C:5]([CH2:6][NH2:7])=[CH:4][CH:3]=1.[CH3:10][C:11]1[CH:16]=[C:15]([C:17]2[C:25]3[C:20](=[CH:21][C:22]([N+:29]([O-:31])=[O:30])=[C:23]([CH2:26][CH:27]=O)[CH:24]=3)[N:19]([C:32]([C:45]3[CH:50]=[CH:49][CH:48]=[CH:47][CH:46]=3)([C:39]3[CH:44]=[CH:43][CH:42]=[CH:41][CH:40]=3)[C:33]3[CH:38]=[CH:37][CH:36]=[CH:35][CH:34]=3)[N:18]=2)[CH:14]=[CH:13][N:12]=1.C(O[BH-](OC(=O)C)OC(=O)C)(=O)C.[Na+]. Product: [F:1][C:2]1[CH:9]=[CH:8][C:5]([CH2:6][NH:7][CH2:27][CH2:26][C:23]2[CH:24]=[C:25]3[C:20](=[CH:21][C:22]=2[N+:29]([O-:31])=[O:30])[N:19]([C:32]([C:33]2[CH:34]=[CH:35][CH:36]=[CH:37][CH:38]=2)([C:39]2[CH:44]=[CH:43][CH:42]=[CH:41][CH:40]=2)[C:45]2[CH:46]=[CH:47][CH:48]=[CH:49][CH:50]=2)[N:18]=[C:17]3[C:15]2[CH:14]=[CH:13][N:12]=[C:11]([CH3:10])[CH:16]=2)=[CH:4][CH:3]=1. The catalyst class is: 26. (3) Reactant: [CH3:1][C:2]([CH3:13])([C:7]1[CH:12]=[CH:11][CH:10]=[CH:9][CH:8]=1)[CH2:3][C:4]([OH:6])=[O:5].C(=O)=O.[CH3:17][C:18](C)=O.C([N-]C(C)C)(C)C.[Li+].C(O)(=O)C(C)=O.N1C=CC=NC1=O.C(I)C. Product: [CH2:17]([CH:3]([C:2]([CH3:13])([C:7]1[CH:12]=[CH:11][CH:10]=[CH:9][CH:8]=1)[CH3:1])[C:4]([OH:6])=[O:5])[CH3:18]. The catalyst class is: 7. (4) Reactant: [S-:1][C:2]#[N:3].[NH4+].[C:5](Cl)(=[O:12])[C:6]1[CH:11]=[CH:10][CH:9]=[CH:8][CH:7]=1.[NH2:14][C:15]1[CH:19]=[CH:18][NH:17][N:16]=1. Product: [NH:17]1[CH:18]=[CH:19][C:15]([NH:14][C:2]([NH:3][C:5](=[O:12])[C:6]2[CH:11]=[CH:10][CH:9]=[CH:8][CH:7]=2)=[S:1])=[N:16]1. The catalyst class is: 21. (5) Reactant: [CH3:1][O:2][C:3]1[CH:26]=[CH:25][CH:24]=[CH:23][C:4]=1[CH2:5][NH:6][CH2:7][C:8]1[CH:13]=[CH:12][CH:11]=[C:10]([CH2:14][CH2:15][O:16][CH:17]2[CH2:22][CH2:21][CH2:20][CH2:19][O:18]2)[CH:9]=1.C(NC(C)C)(C)C.[C:34](O[C:34]([O:36][C:37]([CH3:40])([CH3:39])[CH3:38])=[O:35])([O:36][C:37]([CH3:40])([CH3:39])[CH3:38])=[O:35]. Product: [C:37]([O:36][C:34](=[O:35])[N:6]([CH2:5][C:4]1[CH:23]=[CH:24][CH:25]=[CH:26][C:3]=1[O:2][CH3:1])[CH2:7][C:8]1[CH:13]=[CH:12][CH:11]=[C:10]([CH2:14][CH2:15][O:16][CH:17]2[CH2:22][CH2:21][CH2:20][CH2:19][O:18]2)[CH:9]=1)([CH3:40])([CH3:39])[CH3:38]. The catalyst class is: 4. (6) The catalyst class is: 2. Reactant: [C:1]([O:5][C:6]([N:8]1[CH2:12][C@H:11]([CH2:13][NH:14][C:15]2[CH:20]=[CH:19][CH:18]=[C:17]([C:21]#[N:22])[CH:16]=2)[C@@H:10]([CH2:23][C:24]2[CH:29]=[CH:28][CH:27]=[CH:26][CH:25]=2)[CH2:9]1)=[O:7])([CH3:4])([CH3:3])[CH3:2].[CH3:30][O:31][C:32]1[CH:40]=[CH:39][C:35]([C:36](Cl)=[O:37])=[CH:34][C:33]=1[O:41][CH2:42][CH2:43][CH2:44][O:45][CH3:46].C(N(CC)CC)C. Product: [C:1]([O:5][C:6]([N:8]1[CH2:12][C@H:11]([CH2:13][N:14]([C:15]2[CH:20]=[CH:19][CH:18]=[C:17]([C:21]#[N:22])[CH:16]=2)[C:36](=[O:37])[C:35]2[CH:39]=[CH:40][C:32]([O:31][CH3:30])=[C:33]([O:41][CH2:42][CH2:43][CH2:44][O:45][CH3:46])[CH:34]=2)[C@@H:10]([CH2:23][C:24]2[CH:25]=[CH:26][CH:27]=[CH:28][CH:29]=2)[CH2:9]1)=[O:7])([CH3:4])([CH3:2])[CH3:3]. (7) Reactant: [C:1]([Si:5]([CH3:24])([CH3:23])[O:6][C@@H:7]1[C:15]2[C:10](=[C:11]([C:16]([OH:22])([C:18]([CH3:21])([CH3:20])[CH3:19])[CH3:17])[CH:12]=[CH:13][CH:14]=2)[CH2:9][CH2:8]1)([CH3:4])([CH3:3])[CH3:2].[H-].[K+].[CH3:27]I.[NH4+].[Cl-]. Product: [C:1]([Si:5]([O:6][C@@H:7]1[C:15]2[C:10](=[C:11]([C:16]([O:22][CH3:27])([CH3:17])[C:18]([CH3:21])([CH3:20])[CH3:19])[CH:12]=[CH:13][CH:14]=2)[CH2:9][CH2:8]1)([CH3:24])[CH3:23])([CH3:4])([CH3:3])[CH3:2]. The catalyst class is: 7.